Predict the reactants needed to synthesize the given product. From a dataset of Retrosynthesis with 50K atom-mapped reactions and 10 reaction types from USPTO. (1) Given the product COc1cc2ncn(CCCCl)c(=O)c2cc1OC, predict the reactants needed to synthesize it. The reactants are: COc1cc2nc[nH]c(=O)c2cc1OC.ClCCCI. (2) Given the product C/C=C/C(=O)Nc1ccc2ncnc(Nc3cccc(Br)c3)c2c1, predict the reactants needed to synthesize it. The reactants are: C/C=C/C(=O)Cl.Nc1ccc2ncnc(Nc3cccc(Br)c3)c2c1. (3) Given the product CCOC(=O)c1c(NC(C)=O)sc2c(OCCN(CC)CC)c(-c3cccc(C)c3)ccc12, predict the reactants needed to synthesize it. The reactants are: CCOC(=O)c1c(NC(C)=O)sc2c(OCCN(CC)CC)c(Br)ccc12.Cc1cccc(B(O)O)c1. (4) Given the product CNc1ccc(C(=O)N(C)C)cc1Cl, predict the reactants needed to synthesize it. The reactants are: CNC.CNc1ccc(C(=O)O)cc1Cl.